Task: Regression/Classification. Given a drug SMILES string, predict its absorption, distribution, metabolism, or excretion properties. Task type varies by dataset: regression for continuous measurements (e.g., permeability, clearance, half-life) or binary classification for categorical outcomes (e.g., BBB penetration, CYP inhibition). Dataset: cyp1a2_veith.. Dataset: CYP1A2 inhibition data for predicting drug metabolism from PubChem BioAssay (1) The result is 1 (inhibitor). The molecule is COc1ccc(C(=O)Nc2n[nH]c(-c3ccncc3)n2)cc1. (2) The molecule is Cc1cccnc1NC(=O)C12CCC(C)(C(=O)O1)C2(C)C. The result is 0 (non-inhibitor).